This data is from Full USPTO retrosynthesis dataset with 1.9M reactions from patents (1976-2016). The task is: Predict the reactants needed to synthesize the given product. (1) Given the product [Br:17][C:18]1[CH:23]=[CH:22][C:21]([C:6]2[CH:5]=[N:4][CH:3]=[C:2]([CH3:1])[CH:7]=2)=[CH:20][CH:19]=1, predict the reactants needed to synthesize it. The reactants are: [CH3:1][C:2]1[CH:3]=[N:4][CH:5]=[C:6](B2OC(C)(C)C(C)(C)O2)[CH:7]=1.[Br:17][C:18]1[CH:23]=[CH:22][C:21](Br)=[CH:20][CH:19]=1.P([O-])([O-])([O-])=O.[K+].[K+].[K+]. (2) Given the product [S:16]1[C:17]2[CH:23]=[CH:22][CH:21]=[CH:20][C:18]=2[CH:19]=[C:15]1[CH:14]=[C:11]1[CH2:10][CH2:9][NH:8][CH2:13][CH2:12]1, predict the reactants needed to synthesize it. The reactants are: C(OC([N:8]1[CH2:13][CH2:12][C:11](=[CH:14][C:15]2[S:16][C:17]3[CH:23]=[CH:22][CH:21]=[CH:20][C:18]=3[CH:19]=2)[CH2:10][CH2:9]1)=O)(C)(C)C.C(O)(C(F)(F)F)=O. (3) Given the product [CH:4]([CH:3]([CH2:8][C:9]([CH3:12])([CH3:11])[CH3:10])[C:1]#[N:2])=[O:5], predict the reactants needed to synthesize it. The reactants are: [C:1]([CH:3]([CH2:8][C:9]([CH3:12])([CH3:11])[CH3:10])[C:4](OC)=[O:5])#[N:2].O1CCCC1.[H-].C([Al+]CC(C)C)C(C)C.Cl. (4) Given the product [CH:1]1([C:7]2([CH2:22][S:29][CH3:28])[CH2:13][CH:12]3[N:14]([C:15]([O:17][C:18]([CH3:19])([CH3:20])[CH3:21])=[O:16])[CH:9]([CH2:10][CH2:11]3)[CH2:8]2)[CH2:2][CH2:3][CH2:4][CH2:5][CH2:6]1, predict the reactants needed to synthesize it. The reactants are: [CH:1]1([C:7]2([CH2:22]OS(C)(=O)=O)[CH2:13][CH:12]3[N:14]([C:15]([O:17][C:18]([CH3:21])([CH3:20])[CH3:19])=[O:16])[CH:9]([CH2:10][CH2:11]3)[CH2:8]2)[CH2:6][CH2:5][CH2:4][CH2:3][CH2:2]1.[CH3:28][S-:29].[Na+].C(OCC)C. (5) Given the product [CH2:1]([O:3][C:4]([C:6]1[C:7]([N:14]([CH2:16][CH3:17])[CH3:15])=[N:8][C:9]([N:18]2[CH2:23][CH2:22][O:21][CH2:20][CH2:19]2)=[CH:10][C:11]=1[CH3:12])=[O:5])[CH3:2], predict the reactants needed to synthesize it. The reactants are: [CH2:1]([O:3][C:4]([C:6]1[C:7]([N:14]([CH2:16][CH3:17])[CH3:15])=[N:8][C:9](Cl)=[CH:10][C:11]=1[CH3:12])=[O:5])[CH3:2].[NH:18]1[CH2:23][CH2:22][O:21][CH2:20][CH2:19]1.